This data is from Full USPTO retrosynthesis dataset with 1.9M reactions from patents (1976-2016). The task is: Predict the reactants needed to synthesize the given product. (1) Given the product [CH:15]1([C:14]2[N:13]=[C:12]([NH:17][C@@H:18]3[C:26]4[C:21](=[CH:22][CH:23]=[CH:24][CH:25]=4)[CH2:20][C@@H:19]3[O:27][CH2:28][CH3:29])[C:11]([CH2:30][CH3:31])=[N:10][C:9]=2[C:3]2[CH:4]=[CH:5][C:6]([Cl:8])=[CH:7][C:2]=2[Cl:1])[CH2:32][CH2:16]1, predict the reactants needed to synthesize it. The reactants are: [Cl:1][C:2]1[CH:7]=[C:6]([Cl:8])[CH:5]=[CH:4][C:3]=1[C:9]1[N:10]=[C:11]([CH2:30][CH3:31])[C:12]([NH:17][C@@H:18]2[C:26]3[C:21](=[CH:22][CH:23]=[CH:24][CH:25]=3)[CH2:20][C@@H:19]2[O:27][CH2:28][CH3:29])=[N:13][C:14]=1[CH2:15][CH3:16].[CH:32]1(C2N=C(N[C@@H]3C4C(=CC=CC=4)C[C@@H]3O)C(CC)=NC=2C2C=CC(Cl)=CC=2Cl)CC1. (2) Given the product [CH2:1]([O:3][C:4](=[O:28])[C:5]1[CH:10]=[C:9]([Cl:11])[CH:8]=[C:7]([CH2:12][Br:29])[C:6]=1[N:13]([C:21]([O:23][C:24]([CH3:27])([CH3:26])[CH3:25])=[O:22])[C:14]([O:16][C:17]([CH3:20])([CH3:19])[CH3:18])=[O:15])[CH3:2], predict the reactants needed to synthesize it. The reactants are: [CH2:1]([O:3][C:4](=[O:28])[C:5]1[CH:10]=[C:9]([Cl:11])[CH:8]=[C:7]([CH3:12])[C:6]=1[N:13]([C:21]([O:23][C:24]([CH3:27])([CH3:26])[CH3:25])=[O:22])[C:14]([O:16][C:17]([CH3:20])([CH3:19])[CH3:18])=[O:15])[CH3:2].[Br:29]CC1C=C(C=CC=1S(CC)(=O)=O)C#N.